The task is: Predict the reactants needed to synthesize the given product.. This data is from Full USPTO retrosynthesis dataset with 1.9M reactions from patents (1976-2016). (1) Given the product [CH2:1]([O:3][C:4](=[O:14])[NH:5][C:6](=[N:36][CH:30]([C:29](=[O:37])[NH:28][C:19]1([C:17]#[N:18])[CH2:24][CH2:23][N:22]([CH2:25][CH2:26][CH3:27])[CH2:21][CH2:20]1)[CH2:31][C:32]([CH3:34])([CH3:35])[CH3:33])[N:8]1[CH2:13][CH2:12][O:11][CH2:10][CH2:9]1)[CH3:2], predict the reactants needed to synthesize it. The reactants are: [CH2:1]([O:3][C:4](=[O:14])[NH:5][C:6]([N:8]1[CH2:13][CH2:12][O:11][CH2:10][CH2:9]1)=S)[CH3:2].Cl.Cl.[C:17]([C:19]1([NH:28][C:29](=[O:37])[CH:30]([NH2:36])[CH2:31][C:32]([CH3:35])([CH3:34])[CH3:33])[CH2:24][CH2:23][N:22]([CH2:25][CH2:26][CH3:27])[CH2:21][CH2:20]1)#[N:18]. (2) Given the product [Br:3][C:4]1[CH:5]=[C:6]([C:18]2([CH2:17][C:16]([O:15][CH2:13][CH3:14])=[O:29])[CH2:19][N:20]([C:22]([O:24][C:25]([CH3:28])([CH3:27])[CH3:26])=[O:23])[CH2:21]2)[CH:7]=[CH:8][CH:9]=1, predict the reactants needed to synthesize it. The reactants are: [OH-].[K+].[Br:3][C:4]1[CH:5]=[C:6](B(O)O)[CH:7]=[CH:8][CH:9]=1.[CH2:13]([O:15][C:16](=[O:29])[CH:17]=[C:18]1[CH2:21][N:20]([C:22]([O:24][C:25]([CH3:28])([CH3:27])[CH3:26])=[O:23])[CH2:19]1)[CH3:14]. (3) Given the product [F:36][C:32]1[N:31]=[C:30]([N:27]2[C:24]3[CH:25]=[CH:26][N:21]=[CH:22][C:23]=3[N:29]=[N:28]2)[CH:35]=[CH:34][CH:33]=1, predict the reactants needed to synthesize it. The reactants are: NC1C=CC=CN=1.ClC1C(C(F)(F)F)=CC=CC=1C([N:21]1[CH:26]=[CH:25][C:24]2[N:27]([C:30]3[CH:35]=[CH:34][CH:33]=[C:32]([F:36])[N:31]=3)[N:28]=[N:29][C:23]=2[CH:22]1C)=O. (4) Given the product [CH3:36][N:37]([CH2:39][C:40]1[CH:45]=[CH:44][CH:43]=[CH:42][C:41]=1[C:76]1[CH:77]=[CH:78][CH:79]=[C:74]([N:54]2[C:53]3[N:81]=[CH:82][C:50]([F:49])=[CH:51][C:52]=3[C:57](=[O:58])[N:56]([C@@H:59]3[CH2:64][CH2:63][C@H:62]([NH:65][C:66](=[O:72])[O:67][C:68]([CH3:69])([CH3:70])[CH3:71])[CH2:61][CH2:60]3)[C:55]2=[O:73])[CH:75]=1)[CH3:38], predict the reactants needed to synthesize it. The reactants are: C1(P(C2CCCCC2)C2C=CC=CC=2C2C(OC)=CC=CC=2OC)CCCCC1.C(=O)([O-])[O-].[K+].[K+].[CH3:36][N:37]([CH2:39][C:40]1[CH:45]=[CH:44][CH:43]=[CH:42][C:41]=1B(O)O)[CH3:38].[F:49][C:50]1[CH:82]=[N:81][C:53]2[N:54]([C:74]3[CH:79]=[CH:78][CH:77]=[C:76](I)[CH:75]=3)[C:55](=[O:73])[N:56]([C@@H:59]3[CH2:64][CH2:63][C@H:62]([NH:65][C:66](=[O:72])[O:67][C:68]([CH3:71])([CH3:70])[CH3:69])[CH2:61][CH2:60]3)[C:57](=[O:58])[C:52]=2[CH:51]=1. (5) Given the product [CH2:39]([C:41]1[CH:42]=[C:43]([C:44]([N:35]2[CH2:36][CH2:37][CH2:38][CH:33]([C:30]3[CH:29]=[CH:28][C:27]([CH3:26])=[CH:32][CH:31]=3)[CH2:34]2)=[O:45])[CH:47]=[CH:48][N:49]=1)[CH3:40], predict the reactants needed to synthesize it. The reactants are: FC1C=CC=CC=1C1CCCN(C(C2C=CN=C(N(C)C)C=2)=O)C1.Cl.[CH3:26][C:27]1[CH:32]=[CH:31][C:30]([CH:33]2[CH2:38][CH2:37][CH2:36][NH:35][CH2:34]2)=[CH:29][CH:28]=1.[CH2:39]([C:41]1[CH:42]=[C:43]([CH:47]=[CH:48][N:49]=1)[C:44](O)=[O:45])[CH3:40]. (6) Given the product [C:1]([Si:5]([CH3:7])([CH3:6])[O:8][C@@H:9]1[C:17]2[C:12](=[C:13]([CH:18]3[C:21]([CH3:23])([CH3:22])[CH:20]([CH3:24])[O:19]3)[CH:14]=[CH:15][CH:16]=2)[CH2:11][CH2:10]1)([CH3:3])([CH3:4])[CH3:2], predict the reactants needed to synthesize it. The reactants are: [C:1]([Si:5]([O:8][C@@H:9]1[C:17]2[C:12](=[C:13]([CH:18]3[C:21]([CH3:23])([CH3:22])[CH:20]([CH2:24]I)[O:19]3)[CH:14]=[CH:15][CH:16]=2)[CH2:11][CH2:10]1)([CH3:7])[CH3:6])([CH3:4])([CH3:3])[CH3:2].C(N(CC)CC)C. (7) Given the product [F:14][C:2]1[C:11]([CH3:12])=[CH:10][C:9]([F:13])=[CH:8][C:3]=1[C:4]([O:6][CH3:7])=[O:5], predict the reactants needed to synthesize it. The reactants are: N[C:2]1[C:11]([CH3:12])=[CH:10][C:9]([F:13])=[CH:8][C:3]=1[C:4]([O:6][CH3:7])=[O:5].[F:14][B-](F)(F)F.N#[O+].C1C(Cl)=CC=C(Cl)C=1. (8) Given the product [CH2:1]([O:3][C:4](=[O:12])[C:5]1[CH:10]=[CH:9][CH:8]=[C:7]([C:24]2[CH:25]=[CH:26][CH:27]=[CH:28][C:23]=2[O:22][C:21]([F:20])([F:33])[F:32])[CH:6]=1)[CH3:2], predict the reactants needed to synthesize it. The reactants are: [CH2:1]([O:3][C:4](=[O:12])[C:5]1[CH:10]=[CH:9][CH:8]=[C:7](Br)[CH:6]=1)[CH3:2].C1(C)C=CC=CC=1.[F:20][C:21]([F:33])([F:32])[O:22][C:23]1[CH:28]=[CH:27][CH:26]=[CH:25][C:24]=1B(O)O.C(=O)([O-])[O-].[Na+].[Na+]. (9) Given the product [CH2:1]([O:3][C@@H:4]([CH2:11][C:12]1[CH:13]=[CH:14][C:15]([OH:18])=[CH:16][CH:17]=1)[C:5]([OH:7])=[O:6])[CH3:2].[CH2:1]([O:3][C@H:4]([CH2:11][C:12]1[CH:17]=[CH:16][C:15]([OH:18])=[CH:14][CH:13]=1)[C:5]([O:7][CH:8]([CH3:10])[CH3:9])=[O:6])[CH3:2], predict the reactants needed to synthesize it. The reactants are: [CH2:1]([O:3][CH:4]([CH2:11][C:12]1[CH:17]=[CH:16][C:15]([OH:18])=[CH:14][CH:13]=1)[C:5]([O:7][CH:8]([CH3:10])[CH3:9])=[O:6])[CH3:2].P([O-])([O-])([O-])=O.C([O-])(=O)C.